Dataset: Forward reaction prediction with 1.9M reactions from USPTO patents (1976-2016). Task: Predict the product of the given reaction. (1) Given the reactants CS(O[C@H:6]([C:24]1[CH:29]=[CH:28][C:27]([N+:30]([O-:32])=[O:31])=[CH:26][CH:25]=1)[CH2:7][CH2:8][C@H:9](OS(C)(=O)=O)[C:10]1[CH:15]=[CH:14][C:13]([N+:16]([O-:18])=[O:17])=[CH:12][CH:11]=1)(=O)=O.[O:33]1[CH2:38][CH2:37][N:36]([C:39]2[CH:45]=[CH:44][C:42]([NH2:43])=[CH:41][CH:40]=2)[CH2:35][CH2:34]1, predict the reaction product. The product is: [N+:16]([C:13]1[CH:14]=[CH:15][C:10]([C@H:9]2[CH2:8][CH2:7][C@H:6]([C:24]3[CH:29]=[CH:28][C:27]([N+:30]([O-:32])=[O:31])=[CH:26][CH:25]=3)[N:43]2[C:42]2[CH:41]=[CH:40][C:39]([N:36]3[CH2:37][CH2:38][O:33][CH2:34][CH2:35]3)=[CH:45][CH:44]=2)=[CH:11][CH:12]=1)([O-:18])=[O:17]. (2) Given the reactants COC1N=CC([C:9]2[CH:21]=[CH:20][C:12]([C:13]([O:15][C:16]([CH3:19])([CH3:18])[CH3:17])=[O:14])=[CH:11][C:10]=2[CH3:22])=CC=1B1OC(C)(C)C(C)(C)O1.Br[C:33]1[CH:34]=[C:35]([Cl:40])[C:36]([Cl:39])=[N:37][CH:38]=1.P([O-])([O-])([O-])=O.[K+].[K+].[K+], predict the reaction product. The product is: [Cl:40][C:35]1[CH:34]=[C:33]([C:9]2[CH:21]=[CH:20][C:12]([C:13]([O:15][C:16]([CH3:17])([CH3:18])[CH3:19])=[O:14])=[CH:11][C:10]=2[CH3:22])[CH:38]=[N:37][C:36]=1[Cl:39].